This data is from Peptide-MHC class I binding affinity with 185,985 pairs from IEDB/IMGT. The task is: Regression. Given a peptide amino acid sequence and an MHC pseudo amino acid sequence, predict their binding affinity value. This is MHC class I binding data. (1) The peptide sequence is HQLWATLLSL. The MHC is HLA-A02:06 with pseudo-sequence HLA-A02:06. The binding affinity (normalized) is 0.725. (2) The peptide sequence is RPSTRNFFEL. The MHC is HLA-B53:01 with pseudo-sequence HLA-B53:01. The binding affinity (normalized) is 0. (3) The peptide sequence is ALLMLAISLV. The MHC is HLA-A02:06 with pseudo-sequence HLA-A02:06. The binding affinity (normalized) is 0.467. (4) The MHC is HLA-B08:01 with pseudo-sequence HLA-B08:01. The binding affinity (normalized) is 0.432. The peptide sequence is CAAIHTIIH.